Task: Predict the product of the given reaction.. Dataset: Forward reaction prediction with 1.9M reactions from USPTO patents (1976-2016) (1) Given the reactants [NH2:1][C:2]1[CH:3]=[N:4][C:5]2[C:10]([C:11]=1[NH:12][CH2:13][CH2:14][CH2:15][C:16]([O:18][CH2:19][CH3:20])=[O:17])=[N:9][CH:8]=[CH:7][CH:6]=2.[C:21](OC)(OC)(OC)[CH2:22][CH2:23][CH3:24], predict the reaction product. The product is: [CH2:22]([C:21]1[N:12]([CH2:13][CH2:14][CH2:15][C:16]([O:18][CH2:19][CH3:20])=[O:17])[C:11]2[C:10]3[N:9]=[CH:8][CH:7]=[CH:6][C:5]=3[N:4]=[CH:3][C:2]=2[N:1]=1)[CH2:23][CH3:24]. (2) Given the reactants C(OC(=O)[NH:10][C@H:11]1[CH2:16][CH2:15][C@@H:14]([NH:17][C:18]2[CH:27]=[C:26]([CH3:28])[C:25]3[C:20](=[CH:21][CH:22]=[CH:23][CH:24]=3)[N:19]=2)[CH2:13][CH2:12]1)C1C=CC=CC=1, predict the reaction product. The product is: [CH3:28][C:26]1[C:25]2[C:20](=[CH:21][CH:22]=[CH:23][CH:24]=2)[N:19]=[C:18]([NH:17][C@H:14]2[CH2:15][CH2:16][C@@H:11]([NH2:10])[CH2:12][CH2:13]2)[CH:27]=1. (3) Given the reactants S1(CCCC1)(=O)=O.[Cl:8][C:9]1(C(O)=O)[C:18]([OH:19])=[C:17]2[C:12]([CH:13]=[CH:14][CH:15]=[C:16]2[Cl:20])=[N:11][CH2:10]1, predict the reaction product. The product is: [Cl:8][C:9]1[CH:10]=[N:11][C:12]2[C:17]([C:18]=1[OH:19])=[C:16]([Cl:20])[CH:15]=[CH:14][CH:13]=2. (4) Given the reactants [C:1]([C:3]1([NH:9][C:10](=[O:16])[O:11][C:12]([CH3:15])([CH3:14])[CH3:13])[CH2:8][CH2:7][O:6][CH2:5][CH2:4]1)#[N:2].[BH4-].[Na+].C(OCC)(=O)C.[OH-].[Na+], predict the reaction product. The product is: [NH2:2][CH2:1][C:3]1([NH:9][C:10](=[O:16])[O:11][C:12]([CH3:14])([CH3:13])[CH3:15])[CH2:4][CH2:5][O:6][CH2:7][CH2:8]1. (5) Given the reactants [CH:1]1([C@H:4]2[C@H:13]([CH3:14])[C@@H:12]([NH:15][C:16]3[CH:21]=[CH:20][CH:19]=[C:18]([CH3:22])[N:17]=3)[C:11]3[C:6](=[C:7]([O:29]C)[N:8]=[C:9]([N:23]4[CH2:28][CH2:27][O:26][CH2:25][CH2:24]4)[CH:10]=3)[N:5]2[C:31](=[O:33])[CH3:32])[CH2:3][CH2:2]1.[I-].[Na+], predict the reaction product. The product is: [CH:1]1([C@H:4]2[C@H:13]([CH3:14])[C@@H:12]([NH:15][C:16]3[CH:21]=[CH:20][CH:19]=[C:18]([CH3:22])[N:17]=3)[C:11]3[C:6](=[C:7]([OH:29])[N:8]=[C:9]([N:23]4[CH2:24][CH2:25][O:26][CH2:27][CH2:28]4)[CH:10]=3)[N:5]2[C:31](=[O:33])[CH3:32])[CH2:3][CH2:2]1. (6) Given the reactants C([Li])CCC.CCCCCC.Br[C:13]1[C:14]([O:23][CH3:24])=[N:15][CH:16]=[N:17][C:18]=1[C:19]([F:22])([F:21])[F:20].[CH:25](OCC)=[O:26], predict the reaction product. The product is: [CH3:24][O:23][C:14]1[C:13]([CH:25]=[O:26])=[C:18]([C:19]([F:22])([F:21])[F:20])[N:17]=[CH:16][N:15]=1. (7) Given the reactants [Cl:1][C:2]1[CH:3]=[CH:4][C:5]([OH:16])=[C:6]([C:8]2[CH:13]=[CH:12][N:11]=[C:10]([C:14]#N)[CH:9]=2)[CH:7]=1.[OH-:17].[K+].C1C[O:22]CC1, predict the reaction product. The product is: [Cl:1][C:2]1[CH:3]=[CH:4][C:5]([OH:16])=[C:6]([C:8]2[CH:13]=[CH:12][N:11]=[C:10]([C:14]([OH:22])=[O:17])[CH:9]=2)[CH:7]=1. (8) Given the reactants [O:1]1[C:5]2([CH2:10][CH2:9][CH2:8][CH2:7][CH2:6]2)[O:4][CH2:3][C@@H:2]1[CH:11]=O.Cl.[OH:14][NH2:15].C(=O)([O-])[O-].[Na+].[Na+].C(OCC)(=O)C, predict the reaction product. The product is: [O:1]1[C:5]2([CH2:10][CH2:9][CH2:8][CH2:7][CH2:6]2)[O:4][CH2:3][C@@H:2]1[CH:11]=[N:15][OH:14].